This data is from Full USPTO retrosynthesis dataset with 1.9M reactions from patents (1976-2016). The task is: Predict the reactants needed to synthesize the given product. (1) Given the product [CH:8]1([CH2:11][CH2:12][N:13]2[C:3](=[O:4])[CH2:2][C:1](=[O:6])[N:16]([CH2:17][CH2:18][CH:19]3[CH2:20][CH2:21]3)[C:14]2=[O:15])[CH2:9][CH2:10]1, predict the reactants needed to synthesize it. The reactants are: [C:1](Cl)(=[O:6])[CH2:2][C:3](Cl)=[O:4].[CH:8]1([CH2:11][CH2:12][NH:13][C:14]([NH:16][CH2:17][CH2:18][CH:19]2[CH2:21][CH2:20]2)=[O:15])[CH2:10][CH2:9]1. (2) Given the product [Br:29][C:21]1[S:20][C:19]([C:23]([O:25][CH3:26])=[O:24])=[C:18]([NH:17][C:15](=[O:16])[C:14]([F:13])([F:27])[F:28])[CH:22]=1, predict the reactants needed to synthesize it. The reactants are: N(C(C)C)C(C)C.C([Li])CCC.[F:13][C:14]([F:28])([F:27])[C:15]([NH:17][C:18]1[CH:22]=[CH:21][S:20][C:19]=1[C:23]([O:25][CH3:26])=[O:24])=[O:16].[Br:29]CCBr.C([O-])(O)=O.[Na+].S([O-])([O-])(=O)=S.[Na+].[Na+]. (3) Given the product [CH3:26][O:25][C:21]1[CH:20]=[C:19]([CH:24]=[CH:23][CH:22]=1)[O:46][C:43]1[CH:42]=[CH:41][C:40]([C:37]23[CH2:38][CH2:39][CH:34]([N:31]4[CH2:32][CH2:33][S:28](=[O:27])(=[O:47])[N:29]=[C:30]42)[CH2:35][CH2:36]3)=[CH:45][CH:44]=1, predict the reactants needed to synthesize it. The reactants are: N1C=CC=CC=1C(O)=O.P([O-])([O-])([O-])=O.[K+].[K+].[K+].I[C:19]1[CH:24]=[CH:23][CH:22]=[C:21]([O:25][CH3:26])[CH:20]=1.[O:27]=[S:28]1(=[O:47])[CH2:33][CH2:32][N:31]2[CH:34]3[CH2:39][CH2:38][C:37]([C:40]4[CH:45]=[CH:44][C:43]([OH:46])=[CH:42][CH:41]=4)([C:30]2=[N:29]1)[CH2:36][CH2:35]3. (4) Given the product [O:16]=[C:15]1[CH:14]=[CH:13][C:12](=[O:17])[N:11]1[CH2:10][CH2:9][CH:19]([CH2:20][CH:21]=[CH:22][CH2:23][CH:24]=[CH:25][CH2:26][CH:27]=[CH:28][CH2:29][CH:30]=[CH:31][CH2:32][CH:33]=[CH:34][CH2:35][CH:36]=[CH:37][CH2:38][CH3:39])[C:18]([NH2:43])=[O:41], predict the reactants needed to synthesize it. The reactants are: C(O)(C(F)(F)F)=O.N[CH2:9][CH2:10][N:11]1[C:15](=[O:16])[CH:14]=[CH:13][C:12]1=[O:17].[C:18]([OH:41])(=O)[CH2:19][CH2:20]/[CH:21]=[CH:22]\[CH2:23]/[CH:24]=[CH:25]\[CH2:26]/[CH:27]=[CH:28]\[CH2:29]/[CH:30]=[CH:31]\[CH2:32]/[CH:33]=[CH:34]\[CH2:35]/[CH:36]=[CH:37]\[CH2:38][CH3:39].C[N:43](C(ON1N=NC2C=CC=NC1=2)=[N+](C)C)C.F[P-](F)(F)(F)(F)F.CCN(C(C)C)C(C)C. (5) Given the product [CH3:25][N:15]([CH:10]1[CH:11]([CH3:14])[CH2:12][CH2:13][NH:8][CH2:9]1)[C:16]1[C:17]2[CH:24]=[CH:23][NH:22][C:18]=2[N:19]=[CH:20][N:21]=1, predict the reactants needed to synthesize it. The reactants are: C([N:8]1[CH2:13][CH2:12][CH:11]([CH3:14])[CH:10]([N:15]([CH3:25])[C:16]2[C:17]3[CH:24]=[CH:23][NH:22][C:18]=3[N:19]=[CH:20][N:21]=2)[CH2:9]1)C1C=CC=CC=1.